From a dataset of Reaction yield outcomes from USPTO patents with 853,638 reactions. Predict the reaction yield, written as a fraction of the theoretical maximum amount of product (1.0 means a 100% yield; for example, 0.34 means a 34% yield). The reactants are [C:1]([NH:11][CH:12]([C:15]([OH:17])=O)[CH2:13][OH:14])([O:3][CH2:4][C:5]1[CH:10]=[CH:9][CH:8]=[CH:7][CH:6]=1)=[O:2].CN1CCOCC1.C(OC(Cl)=O)C.[NH2:31][C:32]1[CH:33]=[C:34]([CH:39]=[CH:40][CH:41]=1)[C:35]([O:37][CH3:38])=[O:36]. The catalyst is C(Cl)Cl. The product is [CH2:4]([O:3][C:1]([NH:11][C@H:12]([C:15]([NH:31][C:32]1[CH:33]=[C:34]([CH:39]=[CH:40][CH:41]=1)[C:35]([O:37][CH3:38])=[O:36])=[O:17])[CH2:13][OH:14])=[O:2])[C:5]1[CH:6]=[CH:7][CH:8]=[CH:9][CH:10]=1. The yield is 0.470.